The task is: Predict the reactants needed to synthesize the given product.. This data is from Full USPTO retrosynthesis dataset with 1.9M reactions from patents (1976-2016). Given the product [F:20][C:21]([F:31])([F:32])[C:22]1[CH:27]=[CH:26][CH:25]=[CH:24][C:23]=1[NH:28][C:29](=[O:30])[NH:1][C:2]1[CH:3]=[CH:4][C:5]([C:8]2[C:16]3[C:11](=[CH:12][N:13]=[CH:14][CH:15]=3)[NH:10][C:9]=2[C:17]([NH2:19])=[O:18])=[CH:6][CH:7]=1, predict the reactants needed to synthesize it. The reactants are: [NH2:1][C:2]1[CH:7]=[CH:6][C:5]([C:8]2[C:16]3[C:11](=[CH:12][N:13]=[CH:14][CH:15]=3)[NH:10][C:9]=2[C:17]([NH2:19])=[O:18])=[CH:4][CH:3]=1.[F:20][C:21]([F:32])([F:31])[C:22]1[CH:27]=[CH:26][CH:25]=[CH:24][C:23]=1[N:28]=[C:29]=[O:30].